Dataset: Full USPTO retrosynthesis dataset with 1.9M reactions from patents (1976-2016). Task: Predict the reactants needed to synthesize the given product. Given the product [OH:20][CH2:19][C:17]1[CH:18]=[C:12]2[C:11](=[O:24])[N:10]([CH2:9][C:8]3[CH:25]=[CH:26][C:5]([O:4][CH3:3])=[CH:6][CH:7]=3)[CH2:15][CH2:14][N:13]2[N:16]=1, predict the reactants needed to synthesize it. The reactants are: [BH4-].[Na+].[CH3:3][O:4][C:5]1[CH:26]=[CH:25][C:8]([CH2:9][N:10]2[CH2:15][CH2:14][N:13]3[N:16]=[C:17]([C:19](OCC)=[O:20])[CH:18]=[C:12]3[C:11]2=[O:24])=[CH:7][CH:6]=1.